From a dataset of Full USPTO retrosynthesis dataset with 1.9M reactions from patents (1976-2016). Predict the reactants needed to synthesize the given product. (1) Given the product [Br:1][C:2]1[CH:11]=[CH:10][C:9]2[O:8][C@@H:7]3[CH2:12][CH2:13][O:14][CH2:15][C@H:6]3[C:5]3([C:19](=[O:20])[N:18]([CH3:21])[C:17](=[S:32])[NH:16]3)[C:4]=2[CH:3]=1, predict the reactants needed to synthesize it. The reactants are: [Br:1][C:2]1[CH:11]=[CH:10][C:9]2[O:8][C@@H:7]3[CH2:12][CH2:13][O:14][CH2:15][C@H:6]3[C:5]3([C:19](=[O:20])[N:18]([CH3:21])[C:17](=O)[NH:16]3)[C:4]=2[CH:3]=1.COC1C=CC(P2(SP(C3C=CC(OC)=CC=3)(=S)S2)=[S:32])=CC=1. (2) Given the product [C:22]([NH:1][C@H:4]1[C@@H:17]([OH:18])[C@H:16]([F:19])[C@@H:15]([CH2:20][OH:21])[O:14][CH:5]1[OH:6])(=[O:24])[CH3:23], predict the reactants needed to synthesize it. The reactants are: [N:1]([C@H:4]1[C@@H:17]([OH:18])[C@H:16]([F:19])[C@@H:15]([CH2:20][OH:21])[O:14][C@H:5]1[O:6]CC1C=CC=CC=1)=[N+]=[N-].[C:22](OC(=O)C)(=[O:24])[CH3:23].